Predict the product of the given reaction. From a dataset of Forward reaction prediction with 1.9M reactions from USPTO patents (1976-2016). (1) Given the reactants [CH2:1]([O:3][C:4]([C:6]1[O:7][C:8]2[CH:15]=[C:14]([OH:16])[C:13]([Cl:17])=[CH:12][C:9]=2[C:10]=1[CH3:11])=[O:5])[CH3:2].[CH:18]([N:21]1[CH2:26][CH2:25][CH:24](O)[CH2:23][CH2:22]1)([CH3:20])[CH3:19].C1(P(C2C=CC=CC=2)C2C=CC=CC=2)C=CC=CC=1.CC(OC(/N=N/C(OC(C)C)=O)=O)C, predict the reaction product. The product is: [CH2:1]([O:3][C:4]([C:6]1[O:7][C:8]2[CH:15]=[C:14]([O:16][CH:24]3[CH2:25][CH2:26][N:21]([CH:18]([CH3:20])[CH3:19])[CH2:22][CH2:23]3)[C:13]([Cl:17])=[CH:12][C:9]=2[C:10]=1[CH3:11])=[O:5])[CH3:2]. (2) Given the reactants [C:1]([N:12]1[CH2:17][CH2:16][CH:15]([OH:18])[CH2:14][CH2:13]1)(=[O:11])/[CH:2]=[CH:3]/[CH2:4][CH2:5][CH2:6][CH2:7][CH2:8][CH2:9][CH3:10].[H-].[Na+].[CH3:21]I.O, predict the reaction product. The product is: [C:1]([N:12]1[CH2:13][CH2:14][CH:15]([O:18][CH3:21])[CH2:16][CH2:17]1)(=[O:11])/[CH:2]=[CH:3]/[CH2:4][CH2:5][CH2:6][CH2:7][CH2:8][CH2:9][CH3:10]. (3) Given the reactants Cl.C(N=C=NCCCN(C)C)C.[CH:13]1([CH2:19][CH:20]([NH:24][C:25](=[N:27][S:28]([CH3:31])(=[O:30])=[O:29])C)[C:21]([OH:23])=O)[CH2:18][CH2:17][CH2:16][CH2:15][CH2:14]1.[NH2:32][C@@H:33]([CH2:45][CH3:46])[CH:34]([C:36]1[O:37][C:38]2[CH:44]=[CH:43][CH:42]=[CH:41][C:39]=2[N:40]=1)[OH:35].CN1CCOCC1, predict the reaction product. The product is: [O:37]1[C:38]2[CH:44]=[CH:43][CH:42]=[CH:41][C:39]=2[N:40]=[C:36]1[CH:34]([OH:35])[C@@H:33]([NH:32][C:21](=[O:23])[CH:20]([NH:24][CH:25]=[N:27][S:28]([CH3:31])(=[O:30])=[O:29])[CH2:19][CH:13]1[CH2:14][CH2:15][CH2:16][CH2:17][CH2:18]1)[CH2:45][CH3:46]. (4) Given the reactants [C:1]([O:5][C:6]([N:8]1[CH2:12][CH2:11][CH2:10][C@@H:9]1[CH2:13][O:14][C:15]1[CH:20]=[CH:19][C:18]([OH:21])=[CH:17][CH:16]=1)=[O:7])([CH3:4])([CH3:3])[CH3:2].Br[C:23]1[CH:28]=[CH:27][C:26]([C:29]2([C:32]#[N:33])[CH2:31][CH2:30]2)=[CH:25][CH:24]=1.C(=O)([O-])[O-].[Cs+].[Cs+].CN(C)CC(O)=O.Cl, predict the reaction product. The product is: [C:1]([O:5][C:6]([N:8]1[CH2:12][CH2:11][CH2:10][C@@H:9]1[CH2:13][O:14][C:15]1[CH:20]=[CH:19][C:18]([O:21][C:23]2[CH:28]=[CH:27][C:26]([C:29]3([C:32]#[N:33])[CH2:30][CH2:31]3)=[CH:25][CH:24]=2)=[CH:17][CH:16]=1)=[O:7])([CH3:4])([CH3:2])[CH3:3].